Dataset: Full USPTO retrosynthesis dataset with 1.9M reactions from patents (1976-2016). Task: Predict the reactants needed to synthesize the given product. (1) Given the product [Br:1][C:2]1[C:10]([C:11]([F:14])([F:13])[F:12])=[CH:9][CH:8]=[CH:7][C:3]=1[C:4](=[O:6])[CH3:15], predict the reactants needed to synthesize it. The reactants are: [Br:1][C:2]1[C:10]([C:11]([F:14])([F:13])[F:12])=[CH:9][CH:8]=[CH:7][C:3]=1[C:4]([OH:6])=O.[CH3:15]N1CCOCC1.[Cl-].COC1N=C(OC)N=C([N+]2(C)CCOCC2)N=1.C[Mg]Br.O1CCCC1.Cl. (2) The reactants are: [Cl:1][C:2]1[CH:3]=[CH:4][C:5]([F:32])=[C:6]([C:8]2[CH:13]=[CH:12][C:11]([CH2:14][C@@H:15]([NH:24][C:25]([C:27]3[NH:28][N:29]=[N:30][CH:31]=3)=[O:26])[CH2:16][C@@H:17]([CH2:21][C:22]#[N:23])[C:18]([OH:20])=[O:19])=[CH:10][CH:9]=2)[CH:7]=1.[N-:33]=[N+:34]=[N-:35].[Na+].Cl.[OH-].[Na+]. Given the product [Cl:1][C:2]1[CH:3]=[CH:4][C:5]([F:32])=[C:6]([C:8]2[CH:13]=[CH:12][C:11]([CH2:14][C@@H:15]([NH:24][C:25]([C:27]3[NH:28][N:29]=[N:30][CH:31]=3)=[O:26])[CH2:16][C@@H:17]([CH2:21][C:22]3[NH:35][N:34]=[N:33][N:23]=3)[C:18]([OH:20])=[O:19])=[CH:10][CH:9]=2)[CH:7]=1, predict the reactants needed to synthesize it. (3) Given the product [Cl:14][C:15]1[C:20]([CH2:21][O:1][CH2:2][CH2:3][NH:4][C:5](=[O:11])[O:6][C:7]([CH3:8])([CH3:10])[CH3:9])=[CH:19][CH:18]=[C:17]([CH3:23])[N:16]=1, predict the reactants needed to synthesize it. The reactants are: [OH:1][CH2:2][CH2:3][NH:4][C:5](=[O:11])[O:6][C:7]([CH3:10])([CH3:9])[CH3:8].[OH-].[K+].[Cl:14][C:15]1[C:20]([CH2:21]Cl)=[CH:19][CH:18]=[C:17]([CH3:23])[N:16]=1. (4) Given the product [Br:1][C:2]1[CH:7]=[CH:6][CH:5]=[C:4]([CH2:8][CH2:9][CH2:10][CH2:11][O:12][CH3:13])[CH:3]=1, predict the reactants needed to synthesize it. The reactants are: [Br:1][C:2]1[CH:7]=[CH:6][CH:5]=[C:4]([CH:8]=[CH:9][CH2:10][CH2:11][O:12][CH3:13])[CH:3]=1. (5) The reactants are: [Br:1][C:2]1[CH:7]=[CH:6][C:5]([CH3:8])=[C:4]([N+:9]([O-:11])=[O:10])[CH:3]=1.[Mn]([O-])(=O)(=O)=[O:13].[K+].[OH2:18]. Given the product [Br:1][C:2]1[CH:7]=[CH:6][C:5]([C:8]([OH:13])=[O:18])=[C:4]([N+:9]([O-:11])=[O:10])[CH:3]=1, predict the reactants needed to synthesize it. (6) Given the product [F:12][C:13]1[CH:14]=[CH:15][C:16]([C:19]([CH3:23])([CH3:22])[CH2:20][NH:21][C:2]2[N:7]=[CH:6][C:5]([C:8]([O:10][CH3:11])=[O:9])=[CH:4][N:3]=2)=[CH:17][CH:18]=1, predict the reactants needed to synthesize it. The reactants are: Cl[C:2]1[N:7]=[CH:6][C:5]([C:8]([O:10][CH3:11])=[O:9])=[CH:4][N:3]=1.[F:12][C:13]1[CH:18]=[CH:17][C:16]([C:19]([CH3:23])([CH3:22])[CH2:20][NH2:21])=[CH:15][CH:14]=1.CCN(C(C)C)C(C)C. (7) Given the product [CH2:13]([C:17]1[N:18]=[C:19]([CH3:51])[N:20]([CH2:39][C:40]2[S:44][C:43]([C:45]3[CH:50]=[CH:49][CH:48]=[CH:47][CH:46]=3)=[N:42][CH:41]=2)[C:21](=[O:38])[C:22]=1[CH2:23][C:24]1[CH:25]=[CH:26][C:27]([C:30]2[CH:35]=[CH:34][CH:33]=[CH:32][C:31]=2[C:36]2[NH:3][C:4](=[O:7])[O:5][N:37]=2)=[CH:28][CH:29]=1)[CH2:14][CH2:15][CH3:16], predict the reactants needed to synthesize it. The reactants are: [Cl-].O[NH3+:3].[C:4](=[O:7])([O-])[OH:5].[Na+].CS(C)=O.[CH2:13]([C:17]1[N:18]=[C:19]([CH3:51])[N:20]([CH2:39][C:40]2[S:44][C:43]([C:45]3[CH:50]=[CH:49][CH:48]=[CH:47][CH:46]=3)=[N:42][CH:41]=2)[C:21](=[O:38])[C:22]=1[CH2:23][C:24]1[CH:29]=[CH:28][C:27]([C:30]2[C:31]([C:36]#[N:37])=[CH:32][CH:33]=[CH:34][CH:35]=2)=[CH:26][CH:25]=1)[CH2:14][CH2:15][CH3:16]. (8) Given the product [F:18][C:13]1[CH:12]=[C:11]([N:7]2[CH2:6][C@H:5]([CH2:4][N:1]3[CH:22]=[C:21]([CH2:20][CH2:19][OH:23])[N:3]=[N:2]3)[O:9][C:8]2=[O:10])[CH:16]=[CH:15][C:14]=1[I:17], predict the reactants needed to synthesize it. The reactants are: [N:1]([CH2:4][C@@H:5]1[O:9][C:8](=[O:10])[N:7]([C:11]2[CH:16]=[CH:15][C:14]([I:17])=[C:13]([F:18])[CH:12]=2)[CH2:6]1)=[N+:2]=[N-:3].[CH2:19]([OH:23])[CH2:20][C:21]#[CH:22].O=C1O[C@H]([C@H](CO)O)C([O-])=C1O.[Na+]. (9) The reactants are: C([Li])(CC)C.[C:6]([OH:16])(=[O:15])[C:7]1[CH:12]=CC(OC)=C[CH:8]=1.[F:17][C:18]1[CH:19]=[C:20]([CH:26]=[CH:27][CH:28]=1)[C:21]([O:23]CC)=O.[CH2:29]1[CH2:33][O:32][CH2:31][CH2:30]1. Given the product [F:17][C:18]1[CH:19]=[C:20]([CH:26]=[CH:27][CH:28]=1)[C:21]([C:8]1[CH:30]=[CH:29][C:33]([O:32][CH3:31])=[CH:12][C:7]=1[C:6]([OH:16])=[O:15])=[O:23], predict the reactants needed to synthesize it.